Dataset: Forward reaction prediction with 1.9M reactions from USPTO patents (1976-2016). Task: Predict the product of the given reaction. (1) Given the reactants N[C:2]1[CH:9]=[CH:8][C:7]([C:10]([F:13])([F:12])[F:11])=[CH:6][C:3]=1[C:4]#[N:5].N(OC(C)(C)C)=O.C(I)[I:22], predict the reaction product. The product is: [I:22][C:2]1[CH:9]=[CH:8][C:7]([C:10]([F:13])([F:12])[F:11])=[CH:6][C:3]=1[C:4]#[N:5]. (2) The product is: [C:1]([O:5][C:6]([CH:7]1[CH:27]([C:28]2[CH:33]=[CH:32][CH:31]=[C:30]([Cl:34])[CH:29]=2)[C:24]([C:20]2[C:19]([F:36])=[CH:18][C:17]([Cl:16])=[CH:22][C:21]=2[F:23])([C:25]#[N:26])[CH:9]([CH2:10][C:11]([CH3:14])([CH3:13])[CH3:12])[NH:8]1)=[O:15])([CH3:4])([CH3:3])[CH3:2]. Given the reactants [C:1]([O:5][C:6](=[O:15])[CH2:7]/[N:8]=[CH:9]/[CH2:10][C:11]([CH3:14])([CH3:13])[CH3:12])([CH3:4])([CH3:3])[CH3:2].[Cl:16][C:17]1[CH:22]=[C:21]([F:23])[C:20](/[C:24](=[CH:27]/[C:28]2[CH:33]=[CH:32][CH:31]=[C:30]([Cl:34])[C:29]=2F)/[C:25]#[N:26])=[C:19]([F:36])[CH:18]=1.C(N(CC)CC)C.C1CCN2C(=NCCC2)CC1, predict the reaction product. (3) Given the reactants [Cl:1][C:2]1[S:6][C:5]([C:7]2[O:8][C:9]3[C:10](=[C:12]([C:16]([OH:18])=O)[CH:13]=[CH:14][CH:15]=3)[N:11]=2)=[CH:4][CH:3]=1.Cl.C(N=C=NCCCN(C)C)C.ON1C2C=CC=CC=2N=N1.Cl.Cl.[NH2:43][CH:44]1[CH2:51][CH:50]2[N:52]([CH3:53])[CH:46]([CH2:47][CH2:48][CH2:49]2)[CH2:45]1.C(N(CC)CC)C, predict the reaction product. The product is: [CH3:53][N:52]1[CH:46]2[CH2:47][CH2:48][CH2:49][CH:50]1[CH2:51][CH:44]([NH:43][C:16]([C:12]1[CH:13]=[CH:14][CH:15]=[C:9]3[O:8][C:7]([C:5]4[S:6][C:2]([Cl:1])=[CH:3][CH:4]=4)=[N:11][C:10]=13)=[O:18])[CH2:45]2. (4) Given the reactants [CH3:1][C:2]1[N:3]=[CH:4][N:5]([CH2:7][CH2:8][CH2:9][NH2:10])[CH:6]=1.[N:11]([C:14]1[C:19]([CH3:20])=[CH:18][C:17]([CH3:21])=[CH:16][C:15]=1[CH3:22])=[C:12]=[S:13], predict the reaction product. The product is: [C:15]1([CH3:22])[CH:16]=[C:17]([CH3:21])[CH:18]=[C:19]([CH3:20])[C:14]=1[NH:11][C:12]([NH:10][CH2:9][CH2:8][CH2:7][N:5]1[CH:6]=[C:2]([CH3:1])[N:3]=[CH:4]1)=[S:13]. (5) Given the reactants [CH2:1]([O:3][C:4]1[C:12]2[C:11](=[O:13])[N:10]([C:14]3[CH:19]=[CH:18][C:17]([CH2:20][C:21]([O:23][CH2:24][CH3:25])=[O:22])=[CH:16][C:15]=3[F:26])[C:9](=O)[C:8]=2[C:7]([OH:28])=[C:6]2[CH:29]=[CH:30][CH:31]=[CH:32][C:5]=12)[CH3:2].[BH4-].[Na+], predict the reaction product. The product is: [CH2:1]([O:3][C:4]1[C:12]2[C:11](=[O:13])[N:10]([C:14]3[CH:19]=[CH:18][C:17]([CH2:20][C:21]([O:23][CH2:24][CH3:25])=[O:22])=[CH:16][C:15]=3[F:26])[CH2:9][C:8]=2[C:7]([OH:28])=[C:6]2[CH:29]=[CH:30][CH:31]=[CH:32][C:5]=12)[CH3:2].